Dataset: Forward reaction prediction with 1.9M reactions from USPTO patents (1976-2016). Task: Predict the product of the given reaction. (1) Given the reactants F[P-](F)(F)(F)(F)F.C[N:9](C)/[CH:10]=[C:11](/[C:16]1[S:17][C:18]([C:21]2[CH:26]=[CH:25][CH:24]=[C:23]([C:27]3[N:32]=[CH:31][CH:30]=[CH:29][N:28]=3)[N:22]=2)=[CH:19][N:20]=1)\[CH:12]=[N+:13](C)C.O.NN, predict the reaction product. The product is: [NH:13]1[CH:12]=[C:11]([C:16]2[S:17][C:18]([C:21]3[N:22]=[C:23]([C:27]4[N:32]=[CH:31][CH:30]=[CH:29][N:28]=4)[CH:24]=[CH:25][CH:26]=3)=[CH:19][N:20]=2)[CH:10]=[N:9]1. (2) Given the reactants [C:1]([O:5][C:6](=[O:18])[NH:7][CH2:8][C:9]1[CH:14]=[C:13]([F:15])[C:12](N)=[CH:11][C:10]=1[F:17])([CH3:4])([CH3:3])[CH3:2].[CH3:19][S:20](Cl)(=[O:22])=[O:21].N1C=CC=CC=1.Cl, predict the reaction product. The product is: [C:1]([O:5][C:6](=[O:18])[NH:7][CH2:8][C:9]1[CH:14]=[C:13]([F:15])[C:12]([S:20]([CH3:19])(=[O:22])=[O:21])=[CH:11][C:10]=1[F:17])([CH3:4])([CH3:3])[CH3:2]. (3) Given the reactants [C:1]([O:5][C:6](=[O:27])[NH:7][C@@H:8]([C:12]1[NH:13][C:14](=[O:26])[C:15]2[O:20][C:19]3[CH:21]=[CH:22][C:23]([F:25])=[CH:24][C:18]=3[C:16]=2[N:17]=1)[CH:9]([CH3:11])[CH3:10])([CH3:4])([CH3:3])[CH3:2].C(=O)([O-])[O-].[Cs+].[Cs+].Br[CH2:35][C:36]1[S:37][CH:38]=[C:39]([CH3:41])[CH:40]=1, predict the reaction product. The product is: [C:1]([O:5][C:6](=[O:27])[NH:7][C@@H:8]([C:12]1[N:13]([CH2:35][C:36]2[S:37][CH:38]=[C:39]([CH3:41])[CH:40]=2)[C:14](=[O:26])[C:15]2[O:20][C:19]3[CH:21]=[CH:22][C:23]([F:25])=[CH:24][C:18]=3[C:16]=2[N:17]=1)[CH:9]([CH3:11])[CH3:10])([CH3:3])([CH3:4])[CH3:2]. (4) Given the reactants [CH2:1]([O:3][C:4]1[CH:11]=[CH:10][C:7]([CH:8]=O)=[CH:6][CH:5]=1)[CH3:2].[C:12]([NH:15][NH2:16])([NH2:14])=[NH:13].[ClH:17], predict the reaction product. The product is: [ClH:17].[CH2:1]([O:3][C:4]1[CH:11]=[CH:10][C:7]([CH:8]=[N:16][NH:15][C:12]([NH2:14])=[NH:13])=[CH:6][CH:5]=1)[CH3:2]. (5) Given the reactants [C:1](Cl)(=[O:5])[C:2]([Cl:4])=O.[NH2:7][C:8]1[C:17]2[C:12](=[CH:13][CH:14]=[C:15]([NH2:18])[CH:16]=2)[N:11]=[C:10]([CH3:19])[CH:9]=1.[C:20](=[O:23])([O-])O.[Na+].[CH4:25].[CH2:26](O)[CH3:27], predict the reaction product. The product is: [ClH:4].[NH2:7][C:8]1[C:17]2[C:12](=[CH:13][CH:14]=[C:15]([NH:18][C:20](=[O:23])[C:25]3[CH:16]=[CH:17][CH:8]=[CH:9][C:10]=3[CH2:19][O:5][C:1]3[CH:2]=[CH:15][C:14]([CH2:26][CH3:27])=[CH:13][CH:12]=3)[CH:16]=2)[N:11]=[C:10]([CH3:19])[CH:9]=1. (6) Given the reactants O[C:2]1[CH:9]=[CH:8][C:5](C=O)=[CH:4][C:3]=1[O:10][CH3:11].BrC[C:14]([NH:16]C1C=CC(Br)=CC=1)=[O:15].C(=O)([O-])[O-].[K+].[K+].C(#N)CC, predict the reaction product. The product is: [O:10]([CH2:11][C:14]([NH2:16])=[O:15])[C:3]1[CH:2]=[CH:9][CH:8]=[CH:5][CH:4]=1. (7) Given the reactants CN(C)C1CC2C(=CC=CC=2)C1.[CH3:13][S:14](Cl)(=[O:16])=[O:15].[CH2:18]1[C:26]2[C:21](=[CH:22][CH:23]=[CH:24][CH:25]=2)[CH2:20][CH:19]1[OH:27].CCN(C(C)C)C(C)C, predict the reaction product. The product is: [CH3:13][S:14]([O:27][CH:19]1[CH2:20][C:21]2[C:26](=[CH:25][CH:24]=[CH:23][CH:22]=2)[CH2:18]1)(=[O:16])=[O:15].